The task is: Predict the reaction yield, written as a fraction of the theoretical maximum amount of product (1.0 means a 100% yield; for example, 0.34 means a 34% yield).. This data is from Reaction yield outcomes from USPTO patents with 853,638 reactions. The catalyst is CO.[Pd]. The yield is 0.990. The reactants are [Si:1]([O:8][C@@H:9]1[C@@H:14]([CH3:15])[CH2:13][N:12]([C:16]2[CH:21]=[CH:20][N:19]=[CH:18][C:17]=2[N+:22]([O-])=O)[CH2:11][C@H:10]1[NH:25][C:26](=[O:32])[O:27][C:28]([CH3:31])([CH3:30])[CH3:29])([C:4]([CH3:7])([CH3:6])[CH3:5])([CH3:3])[CH3:2].[H][H]. The product is [NH2:22][C:17]1[CH:18]=[N:19][CH:20]=[CH:21][C:16]=1[N:12]1[CH2:13][C@H:14]([CH3:15])[C@@H:9]([O:8][Si:1]([C:4]([CH3:7])([CH3:6])[CH3:5])([CH3:3])[CH3:2])[C@H:10]([NH:25][C:26](=[O:32])[O:27][C:28]([CH3:31])([CH3:30])[CH3:29])[CH2:11]1.